This data is from Catalyst prediction with 721,799 reactions and 888 catalyst types from USPTO. The task is: Predict which catalyst facilitates the given reaction. (1) Reactant: [Cl:1][CH2:2][C:3]([NH:5][NH:6][C:7]([C:9]1[NH:13][N:12]=[CH:11][CH:10]=1)=O)=O.COC1C=CC(P2(SP(C3C=CC(OC)=CC=3)(=S)S2)=[S:23])=CC=1. Product: [Cl:1][CH2:2][C:3]1[S:23][C:7]([C:9]2[NH:13][N:12]=[CH:11][CH:10]=2)=[N:6][N:5]=1. The catalyst class is: 1. (2) Reactant: Br[C:2]1[N:3]=[C:4]2[C:10]3[CH:11]=[CH:12][CH:13]=[CH:14][C:9]=3[NH:8][C:7]3[N:15]=[CH:16][CH:17]=[CH:18][C:6]=3[N:5]2[C:19]=1[C:20]1[CH:25]=[CH:24][C:23]([C:26]2([NH:30]C(=O)OC(C)(C)C)[CH2:29][CH2:28][CH2:27]2)=[CH:22][CH:21]=1.[CH3:38][O:39][C:40]1[CH:45]=[CH:44][C:43]([SH:46])=[CH:42][CH:41]=1.CC1(C)C2C(=C(P(C3C=CC=CC=3)C3C=CC=CC=3)C=CC=2)OC2C(P(C3C=CC=CC=3)C3C=CC=CC=3)=CC=CC1=2.C([O-])([O-])=O.[K+].[K+]. Product: [CH3:38][O:39][C:40]1[CH:45]=[CH:44][C:43]([S:46][C:2]2[N:3]=[C:4]3[C:10]4[CH:11]=[CH:12][CH:13]=[CH:14][C:9]=4[NH:8][C:7]4[N:15]=[CH:16][CH:17]=[CH:18][C:6]=4[N:5]3[C:19]=2[C:20]2[CH:21]=[CH:22][C:23]([C:26]3([NH2:30])[CH2:29][CH2:28][CH2:27]3)=[CH:24][CH:25]=2)=[CH:42][CH:41]=1. The catalyst class is: 533. (3) Reactant: [CH3:1][O:2][C:3]([C:5]1[S:6][C:7]([C:11]([OH:13])=O)=[CH:8][C:9]=1[Cl:10])=[O:4].C(N(CC)CC)C.CN(C(ON1N=NC2C=CC=CC1=2)=[N+](C)C)C.F[P-](F)(F)(F)(F)F.C1C=CC2N(O)N=NC=2C=1.[C:55]([Si:59]([CH3:70])([CH3:69])[O:60][C:61]1[CH:62]=[C:63]([CH:66]=[CH:67][CH:68]=1)[CH2:64][NH2:65])([CH3:58])([CH3:57])[CH3:56]. Product: [CH3:1][O:2][C:3]([C:5]1[S:6][C:7]([C:11](=[O:13])[NH:65][CH2:64][C:63]2[CH:66]=[CH:67][CH:68]=[C:61]([O:60][Si:59]([C:55]([CH3:58])([CH3:57])[CH3:56])([CH3:69])[CH3:70])[CH:62]=2)=[CH:8][C:9]=1[Cl:10])=[O:4]. The catalyst class is: 3. (4) Reactant: [CH3:13][C:12]([O:11][C:9](O[C:9]([O:11][C:12]([CH3:15])([CH3:14])[CH3:13])=[O:10])=[O:10])([CH3:15])[CH3:14].[CH:16]12[CH2:24][CH2:23][CH:19]([CH2:20][CH:21]1[OH:22])[CH2:18][NH:17]2. Product: [OH:22][CH:21]1[CH:16]2[CH2:24][CH2:23][CH:19]([CH2:18][N:17]2[C:9]([O:11][C:12]([CH3:13])([CH3:14])[CH3:15])=[O:10])[CH2:20]1. The catalyst class is: 50. (5) Reactant: [CH3:1][O:2][C:3]([C@H:5]1[CH2:10][CH2:9][CH2:8][C:7](=[O:11])[N:6]1[C:12]([O:14][C:15]([CH3:18])([CH3:17])[CH3:16])=[O:13])=[O:4].[F:19][C:20]1[CH:21]=[C:22]([Mg]Br)[CH:23]=[CH:24][C:25]=1[F:26].[Cl-].[NH4+].C(OCC)(=O)C. Product: [C:15]([O:14][C:12]([NH:6][C@H:5]([CH2:10][CH2:9][CH2:8][C:7]([C:23]1[CH:22]=[CH:21][C:20]([F:19])=[C:25]([F:26])[CH:24]=1)=[O:11])[C:3]([O:2][CH3:1])=[O:4])=[O:13])([CH3:18])([CH3:17])[CH3:16]. The catalyst class is: 1. (6) Reactant: [CH2:1]([O:8][C:9]1[CH:10]=[C:11]([C:16]2[N:21]=[C:20]([C:22]([O:24][CH3:25])=[O:23])[CH:19]=[CH:18][C:17]=2[NH:26][N:27]=[C:28]([C:35]2C=CC=CC=2)[C:29]2C=CC=[CH:31][CH:30]=2)[CH:12]=[CH:13][C:14]=1[Cl:15])[C:2]1[CH:7]=[CH:6][CH:5]=[CH:4][CH:3]=1.[CH3:41]C(=O)CC(=O)C.C1(C)C=CC(S(O)(=O)=O)=CC=1. Product: [CH2:1]([O:8][C:9]1[CH:10]=[C:11]([C:16]2[N:21]=[C:20]([C:22]([O:24][CH2:25][CH3:41])=[O:23])[CH:19]=[CH:18][C:17]=2[N:26]2[C:30]([CH3:31])=[CH:29][C:28]([CH3:35])=[N:27]2)[CH:12]=[CH:13][C:14]=1[Cl:15])[C:2]1[CH:3]=[CH:4][CH:5]=[CH:6][CH:7]=1. The catalyst class is: 8. (7) Product: [CH3:10][CH:4]1[NH:1][C:2](=[O:3])[N:11]([CH2:12][CH2:13][NH:14][C:15]2[N:20]=[C:19]([C:21]3[S:22][C:23]([C:26]4[S:27][CH:28]=[CH:29][CH:30]=4)=[CH:24][CH:25]=3)[CH:18]=[CH:17][N:16]=2)[C:5]1=[O:7]. The catalyst class is: 4. Reactant: [N:1]([CH:4]([CH3:10])[C:5]([O:7]CC)=O)=[C:2]=[O:3].[NH2:11][CH2:12][CH2:13][NH:14][C:15]1[N:20]=[C:19]([C:21]2[S:22][C:23]([C:26]3[S:27][CH:28]=[CH:29][CH:30]=3)=[CH:24][CH:25]=2)[CH:18]=[CH:17][N:16]=1.